Dataset: Reaction yield outcomes from USPTO patents with 853,638 reactions. Task: Predict the reaction yield, written as a fraction of the theoretical maximum amount of product (1.0 means a 100% yield; for example, 0.34 means a 34% yield). The reactants are [CH3:1][C:2]1[CH:10]=[C:9]([C:11]([NH:13][C@@H:14]([C:16]2[C:25]3[C:20](=[CH:21][CH:22]=[CH:23][CH:24]=3)[CH:19]=[CH:18][CH:17]=2)[CH3:15])=[O:12])[CH:8]=[C:7]([CH3:26])[C:3]=1[C:4](O)=[O:5].F[P-](F)(F)(F)(F)F.N1(O[P+](N(C)C)(N(C)C)N(C)C)C2C=CC=CC=2N=N1.Cl.[CH3:55][O:56][C:57](=[O:69])[C@H:58]([CH2:60][NH:61][C:62]([C:64]1[S:65][CH:66]=[CH:67][CH:68]=1)=[O:63])[NH2:59].C(N(C(C)C)CC)(C)C. The catalyst is ClCCl.C(OCC)(=O)C. The product is [CH3:55][O:56][C:57](=[O:69])[C@H:58]([CH2:60][NH:61][C:62]([C:64]1[S:65][CH:66]=[CH:67][CH:68]=1)=[O:63])[NH:59][C:4](=[O:5])[C:3]1[C:2]([CH3:1])=[CH:10][C:9]([C:11]([NH:13][C@@H:14]([C:16]2[C:25]3[C:20](=[CH:21][CH:22]=[CH:23][CH:24]=3)[CH:19]=[CH:18][CH:17]=2)[CH3:15])=[O:12])=[CH:8][C:7]=1[CH3:26]. The yield is 0.540.